This data is from NCI-60 drug combinations with 297,098 pairs across 59 cell lines. The task is: Regression. Given two drug SMILES strings and cell line genomic features, predict the synergy score measuring deviation from expected non-interaction effect. (1) Drug 1: C1=C(C(=O)NC(=O)N1)N(CCCl)CCCl. Drug 2: CN1C(=O)N2C=NC(=C2N=N1)C(=O)N. Cell line: PC-3. Synergy scores: CSS=8.51, Synergy_ZIP=-4.35, Synergy_Bliss=-3.19, Synergy_Loewe=-10.5, Synergy_HSA=-3.93. (2) Drug 1: CCC1(CC2CC(C3=C(CCN(C2)C1)C4=CC=CC=C4N3)(C5=C(C=C6C(=C5)C78CCN9C7C(C=CC9)(C(C(C8N6C=O)(C(=O)OC)O)OC(=O)C)CC)OC)C(=O)OC)O.OS(=O)(=O)O. Drug 2: C1CN(P(=O)(OC1)NCCCl)CCCl. Cell line: 786-0. Synergy scores: CSS=-2.38, Synergy_ZIP=1.67, Synergy_Bliss=2.32, Synergy_Loewe=-2.01, Synergy_HSA=-1.86. (3) Drug 1: C1=C(C(=O)NC(=O)N1)F. Drug 2: CCC1(CC2CC(C3=C(CCN(C2)C1)C4=CC=CC=C4N3)(C5=C(C=C6C(=C5)C78CCN9C7C(C=CC9)(C(C(C8N6C=O)(C(=O)OC)O)OC(=O)C)CC)OC)C(=O)OC)O.OS(=O)(=O)O. Cell line: NCI-H522. Synergy scores: CSS=32.4, Synergy_ZIP=-1.06, Synergy_Bliss=1.27, Synergy_Loewe=-14.9, Synergy_HSA=1.89. (4) Drug 1: C1=NNC2=C1C(=O)NC=N2. Drug 2: CC12CCC3C(C1CCC2OP(=O)(O)O)CCC4=C3C=CC(=C4)OC(=O)N(CCCl)CCCl.[Na+]. Cell line: A498. Synergy scores: CSS=1.59, Synergy_ZIP=-0.863, Synergy_Bliss=-0.309, Synergy_Loewe=-2.38, Synergy_HSA=-1.07. (5) Drug 1: C1CC(C1)(C(=O)O)C(=O)O.[NH2-].[NH2-].[Pt+2]. Cell line: MDA-MB-231. Synergy scores: CSS=17.4, Synergy_ZIP=-5.76, Synergy_Bliss=0.289, Synergy_Loewe=-3.24, Synergy_HSA=0.951. Drug 2: CN(CCCl)CCCl.Cl. (6) Drug 1: CNC(=O)C1=CC=CC=C1SC2=CC3=C(C=C2)C(=NN3)C=CC4=CC=CC=N4. Drug 2: CCC1(CC2CC(C3=C(CCN(C2)C1)C4=CC=CC=C4N3)(C5=C(C=C6C(=C5)C78CCN9C7C(C=CC9)(C(C(C8N6C=O)(C(=O)OC)O)OC(=O)C)CC)OC)C(=O)OC)O.OS(=O)(=O)O. Cell line: A498. Synergy scores: CSS=7.91, Synergy_ZIP=-2.34, Synergy_Bliss=2.04, Synergy_Loewe=-0.854, Synergy_HSA=0.974. (7) Drug 1: CN(CC1=CN=C2C(=N1)C(=NC(=N2)N)N)C3=CC=C(C=C3)C(=O)NC(CCC(=O)O)C(=O)O. Drug 2: CC1=C(C=C(C=C1)C(=O)NC2=CC(=CC(=C2)C(F)(F)F)N3C=C(N=C3)C)NC4=NC=CC(=N4)C5=CN=CC=C5. Cell line: SF-295. Synergy scores: CSS=8.14, Synergy_ZIP=-0.496, Synergy_Bliss=-1.69, Synergy_Loewe=-36.0, Synergy_HSA=-3.04. (8) Drug 1: CC12CCC3C(C1CCC2=O)CC(=C)C4=CC(=O)C=CC34C. Drug 2: COC1=CC(=CC(=C1O)OC)C2C3C(COC3=O)C(C4=CC5=C(C=C24)OCO5)OC6C(C(C7C(O6)COC(O7)C8=CC=CS8)O)O. Cell line: SK-MEL-5. Synergy scores: CSS=26.5, Synergy_ZIP=-4.23, Synergy_Bliss=-2.94, Synergy_Loewe=-4.62, Synergy_HSA=-0.449.